Predict the reaction yield, written as a fraction of the theoretical maximum amount of product (1.0 means a 100% yield; for example, 0.34 means a 34% yield). From a dataset of Reaction yield outcomes from USPTO patents with 853,638 reactions. (1) The product is [CH3:41][C:30]1[CH:29]=[C:4]([CH:3]=[C:2]([CH3:1])[C:31]=1[N:32]1[CH:36]=[C:35]([C:37]([F:40])([F:39])[F:38])[CH:34]=[N:33]1)[O:5][CH:6]([CH:23]1[CH2:26][C:25]([CH3:28])([CH3:27])[CH2:24]1)[C:7]1[CH:8]=[CH:9][C:10]([C:11]([NH:13][CH2:14][CH2:15][C:16]([OH:18])=[O:17])=[O:12])=[CH:21][CH:22]=1. The yield is 1.00. The catalyst is C(Cl)Cl.C1(C)C=CC=CC=1.CO. The reactants are [CH3:1][C:2]1[CH:3]=[C:4]([CH:29]=[C:30]([CH3:41])[C:31]=1[N:32]1[CH:36]=[C:35]([C:37]([F:40])([F:39])[F:38])[CH:34]=[N:33]1)[O:5][CH:6]([CH:23]1[CH2:26][C:25]([CH3:28])([CH3:27])[CH2:24]1)[C:7]1[CH:22]=[CH:21][C:10]([C:11]([NH:13][CH2:14][CH2:15][C:16]([O:18]CC)=[O:17])=[O:12])=[CH:9][CH:8]=1.O.O1CCCC1.[OH-].[Na+]. (2) The reactants are [C:1]1([N:7]2[C:11]3[CH:12]=[CH:13][C:14]([C:16]#[N:17])=[CH:15][C:10]=3[N:9]=[CH:8]2)[CH:6]=[CH:5][CH:4]=[CH:3][CH:2]=1.[I:18][CH3:19]. The catalyst is C1(C)C=CC=CC=1. The product is [I-:18].[C:16]([C:14]1[CH:13]=[CH:12][C:11]2[N:7]([C:1]3[CH:6]=[CH:5][CH:4]=[CH:3][CH:2]=3)[CH:8]=[N+:9]([CH3:19])[C:10]=2[CH:15]=1)#[N:17]. The yield is 0.950. (3) The reactants are C([O:8][CH2:9][C@H:10]1[C@@H:14]([O:15][Si:16]([C:19]([CH3:22])([CH3:21])[CH3:20])([CH3:18])[CH3:17])[CH2:13][C@H:12]([NH:23][C:24]2[N:29]=[C:28]([NH:30][C@@H:31]3[C:39]4[C:34](=[CH:35][CH:36]=[CH:37][CH:38]=4)[CH2:33][C@@H:32]3[O:40][CH3:41])[N:27]=[C:26](Cl)[N:25]=2)[CH2:11]1)C1C=CC=CC=1.C([O-])(O)=O.[Na+]. The catalyst is CO.C(Cl)Cl.[Pd]. The product is [Si:16]([O:15][C@H:14]1[CH2:13][C@H:12]([NH:23][C:24]2[N:29]=[C:28]([NH:30][C@@H:31]3[C:39]4[C:34](=[CH:35][CH:36]=[CH:37][CH:38]=4)[CH2:33][C@@H:32]3[O:40][CH3:41])[N:27]=[CH:26][N:25]=2)[CH2:11][C@H:10]1[CH2:9][OH:8])([C:19]([CH3:22])([CH3:21])[CH3:20])([CH3:18])[CH3:17]. The yield is 0.570. (4) The reactants are [C:1]([OH:6])(=O)[CH2:2][CH2:3][CH3:4].Cl.[CH3:8][NH:9][O:10][CH3:11].F[P-](F)(F)(F)(F)F.N1(O[P+](N(C)C)(N(C)C)N(C)C)C2C=CC=CC=2N=N1. The catalyst is C(Cl)Cl. The product is [CH3:11][O:10][N:9]([CH3:8])[C:1](=[O:6])[CH2:2][CH2:3][CH3:4]. The yield is 0.880. (5) The reactants are [CH2:1]([N:5]1[C:9](=[O:10])[C:8](O)=[C:7]([C:12]2[CH:17]=[CH:16][C:15]([Cl:18])=[CH:14][CH:13]=2)[S:6]1(=[O:20])=[O:19])[CH2:2][CH2:3][CH3:4].CN(C=O)C.C(Cl)(=O)C([Cl:29])=O. The yield is 0.870. The catalyst is C(Cl)Cl. The product is [CH2:1]([N:5]1[C:9](=[O:10])[C:8]([Cl:29])=[C:7]([C:12]2[CH:17]=[CH:16][C:15]([Cl:18])=[CH:14][CH:13]=2)[S:6]1(=[O:20])=[O:19])[CH2:2][CH2:3][CH3:4]. (6) The reactants are [CH3:1][O:2][C:3]1[CH:4]=[C:5]2[C:10](=[CH:11][C:12]=1[O:13][CH3:14])[N:9]=[CH:8][CH:7]=[C:6]2[S:15][C:16]1[S:20][C:19]([NH2:21])=[CH:18][CH:17]=1.N1C=CC=CC=1.Cl[C:29]([O:31][C:32]1[CH:37]=[CH:36][CH:35]=[CH:34][CH:33]=1)=[O:30].C(OCC)(=O)C. The catalyst is O1CCCC1.CN(C)C=O.O. The product is [C:32]1([O:31][C:29](=[O:30])[NH:21][C:19]2[S:20][C:16]([S:15][C:6]3[C:5]4[C:10](=[CH:11][C:12]([O:13][CH3:14])=[C:3]([O:2][CH3:1])[CH:4]=4)[N:9]=[CH:8][CH:7]=3)=[CH:17][CH:18]=2)[CH:37]=[CH:36][CH:35]=[CH:34][CH:33]=1. The yield is 0.820. (7) The reactants are [Cl:1][C:2]1[N:7]=[C:6]([NH:8][C:9]2[CH:14]=[CH:13][CH:12]=[C:11]([Cl:15])[CH:10]=2)[CH:5]=[CH:4][N:3]=1.[C:16](=O)([O-])[O-].[Cs+].[Cs+].CI. The catalyst is CN(C=O)C. The product is [Cl:1][C:2]1[N:7]=[C:6]([N:8]([C:9]2[CH:14]=[CH:13][CH:12]=[C:11]([Cl:15])[CH:10]=2)[CH3:16])[CH:5]=[CH:4][N:3]=1. The yield is 0.567. (8) The reactants are [S:1]1[CH:5]=[CH:4][CH:3]=[C:2]1[CH:6]=[CH:7][C:8]([O-:10])=[O:9].C1(C)C(S([CH2:20][N+:21]#[C-:22])(=O)=O)=CC=CC=1.[H-].[Na+].[CH2:26](OCC)[CH3:27]. The catalyst is CS(C)=O. The product is [CH2:26]([O:9][C:8]([C:7]1[C:6]([C:2]2[S:1][CH:5]=[CH:4][CH:3]=2)=[CH:22][NH:21][CH:20]=1)=[O:10])[CH3:27]. The yield is 0.420.